Dataset: Full USPTO retrosynthesis dataset with 1.9M reactions from patents (1976-2016). Task: Predict the reactants needed to synthesize the given product. (1) Given the product [Br:1][C:2]1[CH:3]=[C:4]([CH:16]=[C:17]([Cl:19])[CH:18]=1)[O:5][NH:6][C:7]([NH:29][C:20]([C:23]1[CH:28]=[CH:27][CH:26]=[CH:25][CH:24]=1)([CH3:22])[CH3:21])=[O:15], predict the reactants needed to synthesize it. The reactants are: [Br:1][C:2]1[CH:3]=[C:4]([CH:16]=[C:17]([Cl:19])[CH:18]=1)[O:5][NH:6][C:7](=[O:15])OC1C=CC=CC=1.[C:20]([NH2:29])([C:23]1[CH:28]=[CH:27][CH:26]=[CH:25][CH:24]=1)([CH3:22])[CH3:21].C(N(CC)CC)C. (2) Given the product [CH2:33]([O:32][C:25]([C:26](=[O:28])[CH:20]([CH3:21])[CH:19]([C:16]1[CH:15]=[CH:14][C:13]([C:12]([F:11])([F:23])[F:24])=[CH:18][CH:17]=1)[O-:22])=[O:31])[CH3:34].[Li+:10], predict the reactants needed to synthesize it. The reactants are: C[Si]([N-][Si](C)(C)C)(C)C.[Li+:10].[F:11][C:12]([F:24])([F:23])[C:13]1[CH:18]=[CH:17][C:16]([C:19](=[O:22])[CH2:20][CH3:21])=[CH:15][CH:14]=1.[C:25]([O:32][CH2:33][CH3:34])(=[O:31])[C:26]([O:28]CC)=O. (3) Given the product [CH3:1][C:2]1[C:9]([CH3:10])=[CH:8][CH:7]=[CH:6][C:3]=1[CH:4]=[N:41][C:15]([O:14][Si:21]([CH3:23])([CH3:22])[CH3:20])=[CH2:16], predict the reactants needed to synthesize it. The reactants are: [CH3:1][C:2]1[C:9]([CH3:10])=[CH:8][CH:7]=[CH:6][C:3]=1[CH:4]=O.ClC1C=[C:14](C=CC=1)[CH:15]=[O:16].[CH3:20][Si:21](N[Si:21]([CH3:23])([CH3:22])[CH3:20])([CH3:23])[CH3:22].C([Li])CCC.C[Si](Cl)(C)C.C([N:41](CC)CC)C.C(Cl)(=O)C. (4) Given the product [Na+:38].[F:24][C:21]1[CH:22]=[CH:23][C:18]([C:17]2[C:16]([C:25]3[CH:30]=[CH:29][CH:28]=[CH:27][N:26]=3)=[CH:15][N:14]([CH:31]([CH3:33])[CH3:32])[C:13]=2[CH2:12][CH2:11][C@@H:10]([OH:34])[CH2:9][C@@H:8]([OH:35])[CH2:7][C:6]([O-:36])=[O:5])=[CH:19][CH:20]=1, predict the reactants needed to synthesize it. The reactants are: C([O:5][C:6](=[O:36])[CH2:7][CH:8]([OH:35])[CH2:9][CH:10]([OH:34])[CH2:11][CH2:12][C:13]1[N:14]([CH:31]([CH3:33])[CH3:32])[CH:15]=[C:16]([C:25]2[CH:30]=[CH:29][CH:28]=[CH:27][N:26]=2)[C:17]=1[C:18]1[CH:23]=[CH:22][C:21]([F:24])=[CH:20][CH:19]=1)(C)(C)C.[OH-].[Na+:38].